Dataset: Catalyst prediction with 721,799 reactions and 888 catalyst types from USPTO. Task: Predict which catalyst facilitates the given reaction. (1) Reactant: [Cl:1][C:2]1[CH:9]=[CH:8][C:5]([C:6]#[N:7])=[C:4]([O:10][C:11]2[CH:16]=[CH:15][CH:14]=[C:13]([CH:17]=[O:18])[C:12]=2[OH:19])[CH:3]=1.Br[CH2:21][CH2:22][F:23].C(=O)([O-])[O-].[Cs+].[Cs+].[OH-].[Na+]. Product: [Cl:1][C:2]1[CH:9]=[CH:8][C:5]([C:6]#[N:7])=[C:4]([O:10][C:11]2[CH:16]=[CH:15][CH:14]=[C:13]([CH:17]=[O:18])[C:12]=2[O:19][CH2:21][CH2:22][F:23])[CH:3]=1. The catalyst class is: 3. (2) Reactant: [NH2:1][C:2]1[CH:7]=[C:6]([S:8][C:9]([F:12])([F:11])[F:10])[CH:5]=[CH:4][C:3]=1[OH:13].[CH2:14]([S:16][C:17]1[C:18]([C:23](O)=[O:24])=[N:19][CH:20]=[CH:21][CH:22]=1)[CH3:15].CCN=C=NCCCN(C)C.Cl.C(Cl)(Cl)Cl. Product: [CH2:14]([S:16][C:17]1[C:18]([C:23]([NH:1][C:2]2[CH:7]=[C:6]([S:8][C:9]([F:12])([F:10])[F:11])[CH:5]=[CH:4][C:3]=2[OH:13])=[O:24])=[N:19][CH:20]=[CH:21][CH:22]=1)[CH3:15]. The catalyst class is: 6. (3) Reactant: [Br:1][C:2]1[CH:7]=[CH:6][C:5]([S:8](Cl)(=[O:10])=[O:9])=[CH:4][CH:3]=1.[F-:12].[K+].C1OCCOCCOCCOCCOCCOC1. Product: [Br:1][C:2]1[CH:7]=[CH:6][C:5]([S:8]([F:12])(=[O:10])=[O:9])=[CH:4][CH:3]=1. The catalyst class is: 23. (4) Reactant: [OH-].[Li+].[C:3]([O:7][C:8]([N:10]([O:29]C(OC(C)(C)C)=O)[C:11]1([CH3:28])[C:15](=[O:16])[N:14]([CH3:17])[N:13]=[C:12]1[C:18]1[CH:27]=[CH:26][C:21]([C:22]([O:24]C)=[O:23])=[CH:20][CH:19]=1)=[O:9])([CH3:6])([CH3:5])[CH3:4]. Product: [C:3]([O:7][C:8]([N:10]([OH:29])[C:11]1([CH3:28])[C:15](=[O:16])[N:14]([CH3:17])[N:13]=[C:12]1[C:18]1[CH:19]=[CH:20][C:21]([C:22]([OH:24])=[O:23])=[CH:26][CH:27]=1)=[O:9])([CH3:6])([CH3:4])[CH3:5]. The catalyst class is: 90.